Dataset: Peptide-MHC class II binding affinity with 134,281 pairs from IEDB. Task: Regression. Given a peptide amino acid sequence and an MHC pseudo amino acid sequence, predict their binding affinity value. This is MHC class II binding data. (1) The peptide sequence is QGSVITVQGADDIKK. The MHC is DRB4_0101 with pseudo-sequence DRB4_0103. The binding affinity (normalized) is 0.777. (2) The peptide sequence is SSLGVDDVGTPELEL. The MHC is DRB5_0101 with pseudo-sequence DRB5_0101. The binding affinity (normalized) is 0. (3) The peptide sequence is SQKLELSWNLNGLQAY. The MHC is DRB1_0802 with pseudo-sequence DRB1_0802. The binding affinity (normalized) is 0.474. (4) The peptide sequence is PQQPFPSQQQQPLI. The MHC is HLA-DQA10501-DQB10201 with pseudo-sequence HLA-DQA10501-DQB10201. The binding affinity (normalized) is 0.0603. (5) The peptide sequence is PETPNMDVIGERIKRIK. The MHC is DRB5_0101 with pseudo-sequence DRB5_0101. The binding affinity (normalized) is 0.266. (6) The peptide sequence is AFALVLLFCALASSC. The MHC is HLA-DQA10401-DQB10402 with pseudo-sequence HLA-DQA10401-DQB10402. The binding affinity (normalized) is 0.400. (7) The peptide sequence is NIQIRLPWYSYLYAV. The MHC is DRB1_0802 with pseudo-sequence DRB1_0802. The binding affinity (normalized) is 0.559.